Dataset: Forward reaction prediction with 1.9M reactions from USPTO patents (1976-2016). Task: Predict the product of the given reaction. (1) Given the reactants [CH3:1][C:2]1[C:6]([C:7]2[CH:12]=[CH:11][C:10]([Cl:13])=[CH:9][CH:8]=2)=[C:5]([NH2:14])[NH:4][N:3]=1.[Cl:15][C:16]1[CH:17]=[C:18]([C:22](=O)[CH2:23][C:24](OCC)=[O:25])[CH:19]=[CH:20][CH:21]=1, predict the reaction product. The product is: [Cl:13][C:10]1[CH:9]=[CH:8][C:7]([C:6]2[C:2]([CH3:1])=[N:3][N:4]3[C:22]([C:18]4[CH:19]=[CH:20][CH:21]=[C:16]([Cl:15])[CH:17]=4)=[CH:23][C:24](=[O:25])[NH:14][C:5]=23)=[CH:12][CH:11]=1. (2) Given the reactants [N-:1]=[N+:2]=[N-:3].[Na+].[CH3:5][C:6]1[CH:11]=[CH:10][C:9]([S:12](Cl)(=[O:14])=[O:13])=[CH:8][CH:7]=1, predict the reaction product. The product is: [CH3:5][C:6]1[CH:11]=[CH:10][C:9]([S:12]([N:1]=[N+:2]=[N-:3])(=[O:14])=[O:13])=[CH:8][CH:7]=1.